From a dataset of Catalyst prediction with 721,799 reactions and 888 catalyst types from USPTO. Predict which catalyst facilitates the given reaction. Reactant: [C:1]1([C:7]2[CH:36]=[CH:35][C:10]([C:11]([NH:13][CH2:14][CH2:15][O:16][C:17]3[CH:22]=[CH:21][C:20]([CH2:23][CH:24]([N:30]4[CH:34]=[CH:33][CH:32]=[CH:31]4)[C:25]([O:27]CC)=[O:26])=[CH:19][CH:18]=3)=[O:12])=[CH:9][CH:8]=2)[CH:6]=[CH:5][CH:4]=[CH:3][CH:2]=1.[OH-].[Na+]. Product: [C:7]1([C:1]2[CH:6]=[CH:5][CH:4]=[CH:3][CH:2]=2)[CH:8]=[CH:9][C:10]([C:11]([NH:13][CH2:14][CH2:15][O:16][C:17]2[CH:22]=[CH:21][C:20]([CH2:23][CH:24]([N:30]3[CH:34]=[CH:33][CH:32]=[CH:31]3)[C:25]([OH:27])=[O:26])=[CH:19][CH:18]=2)=[O:12])=[CH:35][CH:36]=1. The catalyst class is: 5.